Dataset: Reaction yield outcomes from USPTO patents with 853,638 reactions. Task: Predict the reaction yield, written as a fraction of the theoretical maximum amount of product (1.0 means a 100% yield; for example, 0.34 means a 34% yield). The reactants are [CH:1]1([N:7]=[C:8]=[O:9])[CH2:6][CH2:5][CH2:4][CH2:3][CH2:2]1.[CH2:10]([NH2:16])[CH2:11][CH2:12][CH2:13][CH2:14][CH3:15].[C:17](Cl)(=[O:22])[CH2:18][C:19](Cl)=[O:20].C(N(C(C)C)CC)(C)C.[N:33]([CH2:36][C:37]([O:39]CC)=[O:38])=[C:34]=[O:35]. The catalyst is ClCCl. The product is [CH:1]1([N:7]2[C:19]([OH:20])=[C:18]([C:34]([NH:33][CH2:36][C:37]([OH:39])=[O:38])=[O:35])[C:17](=[O:22])[N:16]([CH2:10][CH2:11][CH2:12][CH2:13][CH2:14][CH3:15])[C:8]2=[O:9])[CH2:6][CH2:5][CH2:4][CH2:3][CH2:2]1. The yield is 0.240.